This data is from Catalyst prediction with 721,799 reactions and 888 catalyst types from USPTO. The task is: Predict which catalyst facilitates the given reaction. (1) Reactant: [N:1]1[C:6]2[CH:7]=[CH:8][NH:9][C:5]=2[C:4]([NH:10][C:11]2[CH:12]=[C:13]([CH:19]=[CH:20][CH:21]=2)[C:14]([O:16]CC)=[O:15])=[N:3][CH:2]=1.[OH-].[Na+].Cl. Product: [N:1]1[C:6]2[CH:7]=[CH:8][NH:9][C:5]=2[C:4]([NH:10][C:11]2[CH:12]=[C:13]([CH:19]=[CH:20][CH:21]=2)[C:14]([OH:16])=[O:15])=[N:3][CH:2]=1. The catalyst class is: 5. (2) Reactant: [N:1]1([CH2:7][CH2:8][NH:9][C:10]([C:12]2[CH:13]=[C:14]3[C:18](=[CH:19][CH:20]=2)[N:17](C2CCCCO2)[N:16]=[C:15]3[C:27]2[CH:36]=[CH:35][C:34]3[C:29](=[CH:30][CH:31]=[C:32]([O:37][CH3:38])[CH:33]=3)[CH:28]=2)=[O:11])[CH2:6][CH2:5][O:4][CH2:3][CH2:2]1. Product: [N:1]1([CH2:7][CH2:8][NH:9][C:10]([C:12]2[CH:13]=[C:14]3[C:18](=[CH:19][CH:20]=2)[NH:17][N:16]=[C:15]3[C:27]2[CH:36]=[CH:35][C:34]3[C:29](=[CH:30][CH:31]=[C:32]([O:37][CH3:38])[CH:33]=3)[CH:28]=2)=[O:11])[CH2:2][CH2:3][O:4][CH2:5][CH2:6]1. The catalyst class is: 5. (3) Reactant: [C:1]([CH:3]([NH:13][C:14](=O)[CH:15]([CH3:17])[CH3:16])[CH2:4][O:5][CH2:6][C:7]1[CH:12]=[CH:11][CH:10]=[CH:9][CH:8]=1)#[N:2].C1(P(C2C=CC=CC=2)C2C=CC=CC=2)C=CC=CC=1.C(Cl)(Cl)(Cl)[Cl:39]. Product: [Cl:39][C:1]1[N:2]=[C:14]([CH:15]([CH3:17])[CH3:16])[NH:13][C:3]=1[CH2:4][O:5][CH2:6][C:7]1[CH:12]=[CH:11][CH:10]=[CH:9][CH:8]=1. The catalyst class is: 10. (4) Reactant: Cl.Cl.[N:3]12[CH2:10][CH2:9][CH:6]([CH2:7][CH2:8]1)[C@H:5]([NH2:11])[CH2:4]2.[Br:12][C:13]1[S:17][C:16]([C:18](O)=[O:19])=[CH:15][CH:14]=1.O.ON1C2C=CC=CC=2N=N1.F[B-](F)(F)F.N1(OC(N(C)C)=[N+](C)C)C2C=CC=CC=2N=N1.C(N(CC)C(C)C)(C)C. Product: [N:3]12[CH2:10][CH2:9][CH:6]([CH2:7][CH2:8]1)[C@@H:5]([NH:11][C:18]([C:16]1[S:17][C:13]([Br:12])=[CH:14][CH:15]=1)=[O:19])[CH2:4]2. The catalyst class is: 9. (5) Reactant: [CH2:1]([N:3]1[C:7]([C:8]([O:10]CC)=[O:9])=[C:6]([F:13])[CH:5]=[N:4]1)[CH3:2].Cl. Product: [CH2:1]([N:3]1[C:7]([C:8]([OH:10])=[O:9])=[C:6]([F:13])[CH:5]=[N:4]1)[CH3:2]. The catalyst class is: 12. (6) Reactant: [C:1]([C:3]1[CH:8]=[CH:7][N:6]=[CH:5][CH:4]=1)#[N:2].[OH:9]F. Product: [C:1]([C:3]1[CH:8]=[CH:7][N+:6]([O-:9])=[CH:5][CH:4]=1)#[N:2]. The catalyst class is: 23.